This data is from Catalyst prediction with 721,799 reactions and 888 catalyst types from USPTO. The task is: Predict which catalyst facilitates the given reaction. Reactant: [Br:1][C:2]1[CH:7]=[CH:6][C:5]([N:8]2[C:19]3[C:11](=[C:12]4[N:16]([C:17](=[O:21])[C:18]=3[F:20])[CH2:15][CH2:14][CH2:13]4)[NH:10][C:9]2=[O:22])=[C:4]([F:23])[CH:3]=1.[H-].[Na+].[CH2:26]([C:29]1([S:32](Cl)(=[O:34])=[O:33])[CH2:31][CH2:30]1)[CH:27]=[CH2:28]. Product: [CH2:26]([C:29]1([S:32]([N:10]2[C:11]3[C:19](=[C:18]([F:20])[C:17](=[O:21])[N:16]4[C:12]=3[CH2:13][CH2:14][CH2:15]4)[N:8]([C:5]3[CH:6]=[CH:7][C:2]([Br:1])=[CH:3][C:4]=3[F:23])[C:9]2=[O:22])(=[O:34])=[O:33])[CH2:31][CH2:30]1)[CH:27]=[CH2:28]. The catalyst class is: 3.